This data is from Forward reaction prediction with 1.9M reactions from USPTO patents (1976-2016). The task is: Predict the product of the given reaction. (1) The product is: [Br:20][C:6]1[CH:7]=[C:8]([O:9][CH3:10])[C:3]([O:2][CH3:1])=[CH:4][C:5]=1[CH2:11][CH2:12][C:13]#[N:14]. Given the reactants [CH3:1][O:2][C:3]1[CH:4]=[C:5]([CH2:11][CH2:12][C:13]#[N:14])[CH:6]=[CH:7][C:8]=1[O:9][CH3:10].C([O-])(=O)C.[Na+].[Br:20]Br.O, predict the reaction product. (2) Given the reactants [N:1]1[CH:6]=[CH:5][CH:4]=[CH:3][C:2]=1[C:7]1[NH:8][C:9]2[C:14]([CH:15]=1)=[CH:13][CH:12]=[CH:11][C:10]=2[NH2:16].[S:17]1[CH:21]=[CH:20][CH:19]=[C:18]1[S:22](Cl)(=[O:24])=[O:23], predict the reaction product. The product is: [N:1]1[CH:6]=[CH:5][CH:4]=[CH:3][C:2]=1[C:7]1[NH:8][C:9]2[C:14]([CH:15]=1)=[CH:13][CH:12]=[CH:11][C:10]=2[NH:16][S:22]([C:18]1[S:17][CH:21]=[CH:20][CH:19]=1)(=[O:24])=[O:23]. (3) The product is: [C:14]([C:18]1[CH:19]=[CH:20][C:21]([N:24]2[C:2]3[C:3](=[CH:6][C:7]([N+:10]([O-:12])=[O:11])=[CH:8][CH:9]=3)[C:4]([NH2:5])=[N:25]2)=[CH:22][CH:23]=1)([CH3:17])([CH3:15])[CH3:16]. Given the reactants F[C:2]1[CH:9]=[CH:8][C:7]([N+:10]([O-:12])=[O:11])=[CH:6][C:3]=1[C:4]#[N:5].Cl.[C:14]([C:18]1[CH:23]=[CH:22][C:21]([NH:24][NH2:25])=[CH:20][CH:19]=1)([CH3:17])([CH3:16])[CH3:15].[N+](C1C=C2C(=CC=1)N(C1C=CC=CC=1)N=C2N)([O-])=O, predict the reaction product.